This data is from Full USPTO retrosynthesis dataset with 1.9M reactions from patents (1976-2016). The task is: Predict the reactants needed to synthesize the given product. (1) Given the product [CH:8]1([C:5]2[CH:6]=[CH:7][C:2]([CH:25]=[O:26])=[CH:3][C:4]=2[C:13]([F:16])([F:15])[F:14])[CH2:12][CH2:11][CH2:10][CH2:9]1, predict the reactants needed to synthesize it. The reactants are: Br[C:2]1[CH:7]=[CH:6][C:5]([CH:8]2[CH2:12][CH2:11][CH2:10][CH2:9]2)=[C:4]([C:13]([F:16])([F:15])[F:14])[CH:3]=1.[Li]CCCC.CN([CH:25]=[O:26])C. (2) The reactants are: Br[C:2]1[CH:19]=[CH:18][C:5]2[C:6]([CH:15]([CH3:17])[CH3:16])=[N:7][C:8]3[CH:9]=[CH:10][NH:11][C:12](=[O:14])[C:13]=3[C:4]=2[CH:3]=1.C([PH+](C(C)(C)C)C(C)(C)C)(C)(C)C.[H+].[B-](F)(F)(F)F.C1CCN2C(=NCCC2)CC1.[NH:50]1[CH2:55][CH2:54][O:53][CH2:52][CH2:51]1.[O:56]1CCOC[CH2:57]1. Given the product [CH:15]([C:6]1[C:5]2[CH:18]=[CH:19][C:2]([C:57]([N:50]3[CH2:55][CH2:54][O:53][CH2:52][CH2:51]3)=[O:56])=[CH:3][C:4]=2[C:13]2[C:12](=[O:14])[NH:11][CH:10]=[CH:9][C:8]=2[N:7]=1)([CH3:17])[CH3:16], predict the reactants needed to synthesize it.